Dataset: Catalyst prediction with 721,799 reactions and 888 catalyst types from USPTO. Task: Predict which catalyst facilitates the given reaction. (1) Reactant: [CH3:1][C:2]1([CH3:19])[C:6]([CH3:8])([CH3:7])[O:5][B:4]([C:9]2[CH:14]=[CH:13][C:12]([CH2:15][C:16]([OH:18])=[O:17])=[CH:11][CH:10]=2)[O:3]1.[CH3:20]O. Product: [CH3:8][C:6]1([CH3:7])[C:2]([CH3:19])([CH3:1])[O:3][B:4]([C:9]2[CH:14]=[CH:13][C:12]([CH2:15][C:16]([O:18][CH3:20])=[O:17])=[CH:11][CH:10]=2)[O:5]1. The catalyst class is: 33. (2) Reactant: [OH-].[Na+].[CH3:3][C:4]1([C:7](=[O:11])[CH2:8][C:9]#[N:10])[CH2:6][CH2:5]1.C(O)C.S(O)(O)(=O)=O.[NH2:20]O. Product: [CH3:3][C:4]1([C:7]2[O:11][N:10]=[C:9]([NH2:20])[CH:8]=2)[CH2:6][CH2:5]1. The catalyst class is: 6. (3) Reactant: [CH3:1][O:2][C:3](=[O:13])[CH:4]([CH3:12])[CH2:5][NH:6][CH:7]1[CH2:11][CH2:10][CH2:9][CH2:8]1.[Cl:14][C:15]1[N:20]=[C:19](Cl)[C:18]([N+:22]([O-:24])=[O:23])=[CH:17][N:16]=1.C(=O)(O)[O-].[Na+]. Product: [CH3:1][O:2][C:3](=[O:13])[CH:4]([CH3:12])[CH2:5][N:6]([C:17]1[C:18]([N+:22]([O-:24])=[O:23])=[CH:19][N:20]=[C:15]([Cl:14])[N:16]=1)[CH:7]1[CH2:8][CH2:9][CH2:10][CH2:11]1. The catalyst class is: 13.